This data is from Forward reaction prediction with 1.9M reactions from USPTO patents (1976-2016). The task is: Predict the product of the given reaction. (1) Given the reactants [N:1]1[C:6]2[CH2:7][CH2:8][NH:9][CH2:10][C:5]=2[C:4]([O:11][C@H:12]2[CH2:16][CH2:15][N:14]([C:17](=[O:20])[CH2:18][CH3:19])[CH2:13]2)=[N:3][CH:2]=1.CC(C1C=C(C(C)C)C(C2C=CC=CC=2P(C2CCCCC2)C2CCCCC2)=C(C(C)C)C=1)C.C(Cl)(Cl)Cl.Br[C:60]1[CH:61]=[C:62]([C:68]([F:71])([F:70])[F:69])[C:63]([O:66][CH3:67])=[N:64][CH:65]=1.C([O-])([O-])=O.[Cs+].[Cs+], predict the reaction product. The product is: [CH3:67][O:66][C:63]1[N:64]=[CH:65][C:60]([N:9]2[CH2:8][CH2:7][C:6]3[N:1]=[CH:2][N:3]=[C:4]([O:11][C@H:12]4[CH2:16][CH2:15][N:14]([C:17](=[O:20])[CH2:18][CH3:19])[CH2:13]4)[C:5]=3[CH2:10]2)=[CH:61][C:62]=1[C:68]([F:71])([F:69])[F:70]. (2) The product is: [C:77]([O:76][C:75](=[O:81])[NH:74][C@H:71]1[CH2:72][CH2:73][C@@H:68]([N:65]2[C:66](=[O:67])[C:61]3[CH:60]=[C:59]([F:58])[CH:99]=[N:98][C:62]=3[N:63]([C:83]3[CH:88]=[C:87]([C:42]4[CH:47]=[CH:46][CH:45]=[C:44]([OH:48])[C:43]=4[CH2:49][N:50]4[CH2:51][CH2:52][O:53][CH2:54][CH2:55]4)[CH:86]=[CH:85][CH:84]=3)[C:64]2=[O:82])[CH2:69][CH2:70]1)([CH3:80])([CH3:78])[CH3:79]. Given the reactants C1(P(C2CCCCC2)C2C=CC=CC=2C2C(OC)=CC=CC=2OC)CCCCC1.C(=O)([O-])[O-].[K+].[K+].FC(F)(F)S(O[C:42]1[CH:47]=[CH:46][CH:45]=[C:44]([OH:48])[C:43]=1[CH2:49][N:50]1[CH2:55][CH2:54][O:53][CH2:52][CH2:51]1)(=O)=O.[F:58][C:59]1[CH:99]=[N:98][C:62]2[N:63]([C:83]3[CH:88]=[CH:87][CH:86]=[C:85](B4OC(C)(C)C(C)(C)O4)[CH:84]=3)[C:64](=[O:82])[N:65]([CH:68]3[CH2:73][CH2:72][CH:71]([NH:74][C:75](=[O:81])[O:76][C:77]([CH3:80])([CH3:79])[CH3:78])[CH2:70][CH2:69]3)[C:66](=[O:67])[C:61]=2[CH:60]=1, predict the reaction product. (3) Given the reactants Br[C:2]1[CH:7]=[CH:6][CH:5]=[CH:4][CH:3]=1.[C:8]1([PH:14](=[O:21])[C:15]2[CH:20]=[CH:19][CH:18]=[CH:17][CH:16]=2)[CH:13]=[CH:12][CH:11]=[CH:10][CH:9]=1.C([O-])([O-])=O.[K+].[K+], predict the reaction product. The product is: [C:2]1([P:14](=[O:21])([C:15]2[CH:16]=[CH:17][CH:18]=[CH:19][CH:20]=2)[C:8]2[CH:13]=[CH:12][CH:11]=[CH:10][CH:9]=2)[CH:7]=[CH:6][CH:5]=[CH:4][CH:3]=1. (4) Given the reactants [CH2:1]([N:8]1[CH:12]=[C:11]([C:13]2[S:21][C:20]3[C:19](=[O:22])[NH:18][C:17]([CH:23]4[CH2:27][CH2:26][CH2:25][N:24]4[CH2:28][C:29](OCC)=[O:30])=[N:16][C:15]=3[CH:14]=2)[C:10]([CH3:34])=[N:9]1)[C:2]1[CH:7]=[CH:6][CH:5]=[CH:4][CH:3]=1.[BH4-].[Na+].Cl.[OH-].[Na+], predict the reaction product. The product is: [CH2:1]([N:8]1[CH:12]=[C:11]([C:13]2[S:21][C:20]3[C:19](=[O:22])[NH:18][C:17]([CH:23]4[CH2:27][CH2:26][CH2:25][N:24]4[CH2:28][CH2:29][OH:30])=[N:16][C:15]=3[CH:14]=2)[C:10]([CH3:34])=[N:9]1)[C:2]1[CH:7]=[CH:6][CH:5]=[CH:4][CH:3]=1. (5) Given the reactants [F:1][C:2]([F:31])([F:30])[C:3]1[CH:4]=[C:5]([C@H:13]2[O:17][C:16](=[O:18])[N:15]([CH2:19][C:20]3[C:25](Br)=[CH:24][N:23]=[C:22]([S:27][CH3:28])[N:21]=3)[C@H:14]2[CH3:29])[CH:6]=[C:7]([C:9]([F:12])([F:11])[F:10])[CH:8]=1.[B:32]1(B2OC(C)(C)CC(C)O2)[O:37]C(C)(C)CC(C)[O:33]1.C1(P(C2CCCCC2)C2CCCCC2)CCCCC1.C([O-])(=O)C.[K+], predict the reaction product. The product is: [F:1][C:2]([F:31])([F:30])[C:3]1[CH:4]=[C:5]([C@H:13]2[O:17][C:16](=[O:18])[N:15]([CH2:19][C:20]3[C:25]([B:32]([OH:37])[OH:33])=[CH:24][N:23]=[C:22]([S:27][CH3:28])[N:21]=3)[C@H:14]2[CH3:29])[CH:6]=[C:7]([C:9]([F:12])([F:11])[F:10])[CH:8]=1. (6) Given the reactants [CH3:1][C:2]1[CH:7]=[CH:6][CH:5]=[C:4]([C:8]#[C:9][CH:10]=[C:11]2[CH2:16][CH2:15][NH:14][CH2:13][CH2:12]2)[N:3]=1.[C:17]1([CH3:27])[CH:22]=[CH:21][C:20]([S:23](Cl)(=[O:25])=[O:24])=[CH:19][CH:18]=1, predict the reaction product. The product is: [CH3:1][C:2]1[CH:7]=[CH:6][CH:5]=[C:4]([C:8]#[C:9][CH:10]=[C:11]2[CH2:12][CH2:13][N:14]([S:23]([C:20]3[CH:21]=[CH:22][C:17]([CH3:27])=[CH:18][CH:19]=3)(=[O:25])=[O:24])[CH2:15][CH2:16]2)[N:3]=1. (7) Given the reactants [CH2:1]([O:3][C:4]1[C:9]([O:10][CH3:11])=[CH:8][C:7]([N+:12]([O-])=O)=[CH:6][N:5]=1)[CH3:2].Cl, predict the reaction product. The product is: [CH2:1]([O:3][C:4]1[N:5]=[CH:6][C:7]([NH2:12])=[CH:8][C:9]=1[O:10][CH3:11])[CH3:2]. (8) The product is: [F:27][C:28]([F:33])([F:32])[C:29]([OH:31])=[O:30].[CH2:1]([O:3][C:4]([C:6]1[N:7]=[CH:8][N:9]2[C:15]=1[CH2:14][NH:13][CH2:12][C:11]1[CH:23]=[CH:24][CH:25]=[CH:26][C:10]2=1)=[O:5])[CH3:2]. Given the reactants [CH2:1]([O:3][C:4]([C:6]1[N:7]=[CH:8][N:9]2[C:15]=1[CH2:14][N:13](C(OC(C)(C)C)=O)[CH2:12][C:11]1[CH:23]=[CH:24][CH:25]=[CH:26][C:10]2=1)=[O:5])[CH3:2].[F:27][C:28]([F:33])([F:32])[C:29]([OH:31])=[O:30], predict the reaction product. (9) The product is: [OH:14][CH2:13][C:12]1[CH:11]=[C:10]([S:9][C:5]2[CH:4]=[C:3]([CH:8]=[CH:7][N:6]=2)[C:1]#[N:2])[CH:18]=[CH:17][CH:16]=1. Given the reactants [C:1]([C:3]1[CH:8]=[CH:7][N:6]=[C:5]([S:9][C:10]2[CH:11]=[C:12]([CH:16]=[CH:17][CH:18]=2)[C:13](O)=[O:14])[CH:4]=1)#[N:2].[BH4-].[Na+].O, predict the reaction product. (10) Given the reactants [F:1][C:2]1[CH:3]=[C:4]([N:19]2[CH2:23][CH:22]([CH2:24][NH:25][C:26](=[O:28])[CH3:27])[O:21][C:20]2=[O:29])[CH:5]=[CH:6][C:7]=1[C:8]1[N:9]=[N:10][N:11]([CH2:13][C:14]2[N:15]=[CH:16][NH:17][CH:18]=2)[CH:12]=1.C(=O)([O-])[O-].[K+].[K+].Br[CH2:37][C:38]#[N:39], predict the reaction product. The product is: [C:38]([CH2:37][N:17]1[CH:18]=[C:14]([CH2:13][N:11]2[CH:12]=[C:8]([C:7]3[CH:6]=[CH:5][C:4]([N:19]4[CH2:23][C@H:22]([CH2:24][NH:25][C:26](=[O:28])[CH3:27])[O:21][C:20]4=[O:29])=[CH:3][C:2]=3[F:1])[N:9]=[N:10]2)[N:15]=[CH:16]1)#[N:39].